From a dataset of Full USPTO retrosynthesis dataset with 1.9M reactions from patents (1976-2016). Predict the reactants needed to synthesize the given product. (1) The reactants are: CN(C)[CH:3]=[O:4].[NH:6]1[CH:10]=[C:9]([CH2:11][CH2:12][CH2:13][OH:14])[C:8]2[CH2:15][CH2:16][CH2:17][CH2:18][CH2:19][C:7]1=2.P(Cl)(Cl)(Cl)=O.Cl. Given the product [OH:14][CH2:13][CH2:12][CH2:11][C:9]1[C:8]2[CH2:15][CH2:16][CH2:17][CH2:18][CH2:19][C:7]=2[NH:6][C:10]=1[CH:3]=[O:4], predict the reactants needed to synthesize it. (2) Given the product [Br:1][C:2]1[C:3]([F:12])=[CH:4][C:5]2[NH:9][C:19](=[O:20])[O:8][C:6]=2[CH:7]=1, predict the reactants needed to synthesize it. The reactants are: [Br:1][C:2]1[C:3]([F:12])=[CH:4][C:5]([N+:9]([O-])=O)=[C:6]([OH:8])[CH:7]=1.O.O.[Sn](Cl)Cl.C[CH2:19][OH:20].C(N1C=CN=C1)(N1C=CN=C1)=O. (3) Given the product [CH3:1][O:2][C:3]1[CH:4]=[CH:5][C:6]([O:7][C:8]2[CH:9]=[CH:10][C:11]([C:14](=[O:20])[CH2:15][CH2:16][C:17]([NH:23][CH2:24][CH2:25][C:26]3[CH:27]=[N:28][CH:29]=[CH:30][CH:31]=3)=[O:19])=[CH:12][CH:13]=2)=[CH:21][CH:22]=1, predict the reactants needed to synthesize it. The reactants are: [CH3:1][O:2][C:3]1[CH:22]=[CH:21][C:6]([O:7][C:8]2[CH:13]=[CH:12][C:11]([C:14](=[O:20])[CH2:15][CH2:16][C:17]([OH:19])=O)=[CH:10][CH:9]=2)=[CH:5][CH:4]=1.[NH2:23][CH2:24][CH2:25][C:26]1[CH:27]=[N:28][CH:29]=[CH:30][CH:31]=1.CCN=C=NCCCN(C)C.C([O-])(O)=O.[Na+]. (4) Given the product [CH3:17][C:13]1[CH:12]=[C:11]([N:18]2[CH2:19][CH2:20][CH2:21][CH2:22]2)[C:10]2[C:15](=[CH:16][C:7]([O:6][CH2:5][CH2:4][OH:3])=[CH:8][CH:9]=2)[N:14]=1, predict the reactants needed to synthesize it. The reactants are: C([O:3][C:4](=O)[CH2:5][O:6][C:7]1[CH:16]=[C:15]2[C:10]([C:11]([N:18]3[CH2:22][CH2:21][CH2:20][CH2:19]3)=[CH:12][C:13]([CH3:17])=[N:14]2)=[CH:9][CH:8]=1)C.[BH4-].[Na+].Cl. (5) Given the product [Cl:46][C:43]1[CH:42]=[CH:41][C:40]([CH2:39][O:38][C:35]2[CH:58]=[CH:57][N:53]([C:54]3[CH:55]=[CH:12][C:11]4[N:16]=[C:60]([CH3:59])[N:15]([CH3:14])[C:10]=4[CH:56]=3)[C:50](=[O:67])[CH:52]=2)=[CH:45][CH:44]=1, predict the reactants needed to synthesize it. The reactants are: CN(C(ON1N=[N:16][C:11]2[CH:12]=C[CH:14]=[N:15][C:10]1=2)=[N+](C)C)C.F[P-](F)(F)(F)(F)F.NC1C=CC(N2C=C[C:35]([O:38][CH2:39][C:40]3[CH:45]=[CH:44][C:43]([Cl:46])=[CH:42][CH:41]=3)=CC2=O)=CC=1NC.[CH:50]([N:53]([CH2:57][CH3:58])[CH:54]([CH3:56])[CH3:55])([CH3:52])C.[CH3:59][C:60](O)=O.CN(C=[O:67])C. (6) Given the product [Cl:36][C:22]1[CH:21]=[N:20][CH:19]=[C:18]([Cl:17])[C:23]=1[S:24][C:25]1[S:29][C:28]([C:30]([NH:40][CH:37]([CH3:39])[CH3:38])=[O:32])=[CH:27][C:26]=1[N+:33]([O-:35])=[O:34], predict the reactants needed to synthesize it. The reactants are: Cl[Sb-](Cl)(Cl)(Cl)(Cl)Cl.ClOC(N(C)C)=[N+](C)C.[Cl:17][C:18]1[CH:19]=[N:20][CH:21]=[C:22]([Cl:36])[C:23]=1[S:24][C:25]1[S:29][C:28]([C:30]([OH:32])=O)=[CH:27][C:26]=1[N+:33]([O-:35])=[O:34].[CH:37]([NH2:40])([CH3:39])[CH3:38].C(N(CC)CC)C. (7) Given the product [O:1]1[CH2:6][CH2:5][CH:4]=[C:3]([C:7]([O:9][CH2:19][C:20]2[CH:25]=[CH:24][CH:23]=[CH:22][CH:21]=2)=[O:8])[CH2:2]1, predict the reactants needed to synthesize it. The reactants are: [O:1]1[CH2:6][CH2:5][CH:4]=[C:3]([C:7]([OH:9])=[O:8])[CH2:2]1.CCN(C(C)C)C(C)C.[CH2:19](Br)[C:20]1[CH:25]=[CH:24][CH:23]=[CH:22][CH:21]=1.